The task is: Predict the reactants needed to synthesize the given product.. This data is from Full USPTO retrosynthesis dataset with 1.9M reactions from patents (1976-2016). (1) Given the product [CH:2]1([CH:7]([C:9]2[CH:14]=[CH:13][C:12]([F:15])=[CH:11][CH:10]=2)[NH:8][CH2:22][C:17]2[CH:18]=[CH:19][CH:20]=[CH:21][N:16]=2)[CH2:3][CH2:4][CH2:5][CH2:6]1, predict the reactants needed to synthesize it. The reactants are: Cl.[CH:2]1([CH:7]([C:9]2[CH:14]=[CH:13][C:12]([F:15])=[CH:11][CH:10]=2)[NH2:8])[CH2:6][CH2:5][CH2:4][CH2:3]1.[N:16]1[CH:21]=[CH:20][CH:19]=[CH:18][C:17]=1[CH:22]=O.C(N(CC)CC)C. (2) The reactants are: Cl.Cl.[O:3]1[C:7]2[CH:8]=[CH:9][CH:10]=[C:11]([CH:12]3[CH2:17][CH2:16][N:15]([CH2:18][CH2:19][C@H:20]4[CH2:25][CH2:24][C@H:23]([NH2:26])[CH2:22][CH2:21]4)[CH2:14][CH2:13]3)[C:6]=2[CH2:5][CH2:4]1.[O:27]1[CH2:31][CH2:30][CH2:29][C@H:28]1[CH2:32][C:33](O)=[O:34]. Given the product [O:3]1[C:7]2[CH:8]=[CH:9][CH:10]=[C:11]([CH:12]3[CH2:17][CH2:16][N:15]([CH2:18][CH2:19][C@H:20]4[CH2:21][CH2:22][C@H:23]([NH:26][C:33](=[O:34])[CH2:32][C@@H:28]5[CH2:29][CH2:30][CH2:31][O:27]5)[CH2:24][CH2:25]4)[CH2:14][CH2:13]3)[C:6]=2[CH2:5][CH2:4]1, predict the reactants needed to synthesize it. (3) Given the product [CH:2]1([CH2:5][O:6][C:7]2[CH:12]=[C:11]([O:13][CH3:14])[CH:10]=[CH:9][C:8]=2[C:15]2[C:16]3[NH:23][C:22]([CH3:24])=[C:21]([C:25]([NH:27][C@H:28]4[C@H:32]([OH:33])[CH2:31][N:30]([C:34](=[O:37])[CH2:35][CH3:36])[CH2:29]4)=[O:26])[C:17]=3[N:18]=[CH:19][N:20]=2)[CH2:4][CH2:3]1, predict the reactants needed to synthesize it. The reactants are: Cl.[CH:2]1([CH2:5][O:6][C:7]2[CH:12]=[C:11]([O:13][CH3:14])[CH:10]=[CH:9][C:8]=2[C:15]2[C:16]3[NH:23][C:22]([CH3:24])=[C:21]([C:25]([NH:27][C@H:28]4[C@H:32]([OH:33])[CH2:31][NH:30][CH2:29]4)=[O:26])[C:17]=3[N:18]=[CH:19][N:20]=2)[CH2:4][CH2:3]1.[C:34](Cl)(=[O:37])[CH2:35][CH3:36]. (4) Given the product [CH3:30][O:31][C:32](=[O:41])[CH2:33][C:34]1[CH:35]=[CH:36][CH:37]=[C:38]([O:25][CH2:24][CH2:23][O:22][C:21]2[CH:26]=[CH:27][C:18]([C:3]([OH:8])([C:4]([F:6])([F:7])[F:5])[C:2]([F:28])([F:29])[F:1])=[CH:19][CH:20]=2)[CH:39]=1, predict the reactants needed to synthesize it. The reactants are: [F:1][C:2]([F:29])([F:28])[C:3]([C:18]1[CH:27]=[CH:26][C:21]([O:22][CH2:23][CH2:24][OH:25])=[CH:20][CH:19]=1)([O:8]CC1C=CC(OC)=CC=1)[C:4]([F:7])([F:6])[F:5].[CH3:30][O:31][C:32](=[O:41])[CH2:33][C:34]1[CH:39]=[CH:38][CH:37]=[C:36](O)[CH:35]=1.COC(=O)C. (5) Given the product [Cl:8][C:7]1[CH:6]=[CH:5][C:4]([C:9]([CH3:15])([CH3:14])[C:10]([OH:12])=[O:11])=[CH:3][C:2]=1[NH:1][C:19](=[O:20])[C:18]1[CH:22]=[C:23]([CH3:39])[C:24]([O:26][CH2:27][C@@H:28]2[CH2:33][N:32]([CH3:34])[C:31]3[CH:35]=[CH:36][CH:37]=[CH:38][C:30]=3[O:29]2)=[CH:25][C:17]=1[CH3:16], predict the reactants needed to synthesize it. The reactants are: [NH2:1][C:2]1[CH:3]=[C:4]([C:9]([CH3:15])([CH3:14])[C:10]([O:12]C)=[O:11])[CH:5]=[CH:6][C:7]=1[Cl:8].[CH3:16][C:17]1[CH:25]=[C:24]([O:26][CH2:27][C@@H:28]2[CH2:33][N:32]([CH3:34])[C:31]3[CH:35]=[CH:36][CH:37]=[CH:38][C:30]=3[O:29]2)[C:23]([CH3:39])=[CH:22][C:18]=1[C:19](Cl)=[O:20].OC1C(C)=CC(C(OC)=O)=C(C)C=1. (6) Given the product [CH2:22]([S:25][CH2:26][C:27]1[C:36]2[C:31](=[CH:32][CH:33]=[C:34]([C:37]3[CH:42]=[CH:41][S:14][CH:38]=3)[CH:35]=2)[NH:30][C:29]([CH3:46])([CH3:45])[CH:28]=1)[CH:23]=[CH2:24], predict the reactants needed to synthesize it. The reactants are: CC1(C)C=C(C)C2C(=CC=C(O[S:14](C(F)(F)F)(=O)=O)C=2)N1.[CH2:22]([S:25][CH2:26][C:27]1[C:36]2[C:31](=[CH:32][CH:33]=[C:34]([C:37]3[CH:42]=[CH:41]C=C(OC)[CH:38]=3)[CH:35]=2)[NH:30][C:29]([CH3:46])([CH3:45])[CH:28]=1)[CH:23]=[CH2:24].COC1C=C(B(O)O)C=CC=1.C(S)C=C. (7) Given the product [C:3]1(=[O:17])[C:4]2[C:9](=[CH:8][CH:7]=[CH:6][CH:5]=2)[CH2:10][CH2:11][CH2:2]1.[Br:1][C:2]1[C:11]([CH:12]([CH3:13])[CH3:14])=[CH:10][C:9]2[C:4](=[CH:5][CH:6]=[C:7]([O:15][CH3:16])[CH:8]=2)[C:3]=1[O:17][CH2:27][O:28][CH3:29], predict the reactants needed to synthesize it. The reactants are: [Br:1][C:2]1[C:11]([CH:12]([CH3:14])[CH3:13])=[CH:10][C:9]2[C:4](=[CH:5][CH:6]=[C:7]([O:15][CH3:16])[CH:8]=2)[C:3]=1[OH:17].C(N(C(C)C)CC)(C)C.[CH3:27][O:28][CH2:29]Cl. (8) Given the product [CH3:45][O:44][C:41]1[CH:42]=[CH:43][C:38]([CH:37]([C:46]2[CH:51]=[CH:50][C:49]([O:52][CH3:53])=[CH:48][CH:47]=2)[O:36][CH:35]([C:54]2[CH:55]=[CH:56][CH:57]=[CH:58][CH:59]=2)[CH:30]2[CH2:31][CH:32]([OH:34])[CH2:33][N:29]2[C:27](=[O:28])[CH2:26][CH2:25][CH2:24][CH2:23][CH2:22][NH:21][C:1](=[O:20])[CH2:2][CH2:3][CH2:4][CH2:5][CH2:6][CH2:7][CH2:8][CH:9]=[CH:10][CH2:11][CH2:12][CH2:13][CH2:14][CH2:15][CH2:16][CH2:17][CH3:18])=[CH:39][CH:40]=1, predict the reactants needed to synthesize it. The reactants are: [C:1]([OH:20])(=O)[CH2:2][CH2:3][CH2:4][CH2:5][CH2:6][CH2:7][CH2:8]/[CH:9]=[CH:10]\[CH2:11][CH2:12][CH2:13][CH2:14][CH2:15][CH2:16][CH2:17][CH3:18].[NH2:21][CH2:22][CH2:23][CH2:24][CH2:25][CH2:26][C:27]([N:29]1[CH2:33][CH:32]([OH:34])[CH2:31][CH:30]1[CH:35]([C:54]1[CH:59]=[CH:58][CH:57]=[CH:56][CH:55]=1)[O:36][CH:37]([C:46]1[CH:51]=[CH:50][C:49]([O:52][CH3:53])=[CH:48][CH:47]=1)[C:38]1[CH:43]=[CH:42][C:41]([O:44][CH3:45])=[CH:40][CH:39]=1)=[O:28].